This data is from Peptide-MHC class I binding affinity with 185,985 pairs from IEDB/IMGT. The task is: Regression. Given a peptide amino acid sequence and an MHC pseudo amino acid sequence, predict their binding affinity value. This is MHC class I binding data. (1) The peptide sequence is RAPHLPPQW. The MHC is HLA-A03:01 with pseudo-sequence HLA-A03:01. The binding affinity (normalized) is 0.213. (2) The peptide sequence is HSRRSRRSL. The MHC is HLA-B15:01 with pseudo-sequence HLA-B15:01. The binding affinity (normalized) is 0.0847. (3) The peptide sequence is IVDSMIIGHI. The MHC is HLA-A02:01 with pseudo-sequence HLA-A02:01. The binding affinity (normalized) is 0.356.